From a dataset of Full USPTO retrosynthesis dataset with 1.9M reactions from patents (1976-2016). Predict the reactants needed to synthesize the given product. (1) Given the product [Cl:1][C:2]1[C:7]([CH3:8])=[C:6]([C:9]#[N:17])[CH:5]=[CH:4][N:3]=1, predict the reactants needed to synthesize it. The reactants are: [Cl:1][C:2]1[C:7]([CH3:8])=[C:6]([C:9](O)=O)[CH:5]=[CH:4][N:3]=1.CS(Cl)(=O)=O.[NH3:17]. (2) Given the product [F:34][C:17]1[CH:18]=[C:19]2[N:20]([CH:21]3[CH2:22][CH2:23][N:24]([C:27]([O:29][C:30]([CH3:31])([CH3:33])[CH3:32])=[O:28])[CH2:25][CH2:26]3)[C:1](=[O:2])[NH:13][C:14]2=[N:15][CH:16]=1, predict the reactants needed to synthesize it. The reactants are: [C:1](N1C=CN=C1)(N1C=CN=C1)=[O:2].[NH2:13][C:14]1[C:19]([NH:20][CH:21]2[CH2:26][CH2:25][N:24]([C:27]([O:29][C:30]([CH3:33])([CH3:32])[CH3:31])=[O:28])[CH2:23][CH2:22]2)=[CH:18][C:17]([F:34])=[CH:16][N:15]=1. (3) Given the product [N:21]([C@H:6]([C@@H:7]([OH:17])[CH2:8][O:9][CH2:10][C:11]1[CH:16]=[CH:15][CH:14]=[CH:13][CH:12]=1)[CH2:5][OH:4])=[N+:22]=[N-:23], predict the reactants needed to synthesize it. The reactants are: C([O:4][CH2:5][C@H:6]([N:21]=[N+:22]=[N-:23])[C@@H:7]([O:17]C(=O)C)[CH2:8][O:9][CH2:10][C:11]1[CH:16]=[CH:15][CH:14]=[CH:13][CH:12]=1)(=O)C.C(=O)([O-])[O-].[K+].[K+].